From a dataset of Full USPTO retrosynthesis dataset with 1.9M reactions from patents (1976-2016). Predict the reactants needed to synthesize the given product. (1) Given the product [CH2:53]([N:50]1[CH2:49][CH2:48][C:47]([CH2:46][NH:45][C:12]([C:9]2[NH:10][C:11]3[C:7]([CH:8]=2)=[CH:6][CH:5]=[CH:4][C:3]=3[N:2]([CH3:1])[S:15]([C:18]2[S:19][CH:20]=[CH:21][CH:22]=2)(=[O:16])=[O:17])=[O:13])([OH:60])[CH2:52][CH2:51]1)[C:54]1[CH:55]=[CH:56][CH:57]=[CH:58][CH:59]=1, predict the reactants needed to synthesize it. The reactants are: [CH3:1][N:2]([S:15]([C:18]1[S:19][CH:20]=[CH:21][CH:22]=1)(=[O:17])=[O:16])[C:3]1[CH:4]=[CH:5][CH:6]=[C:7]2[C:11]=1[NH:10][C:9]([C:12](O)=[O:13])=[CH:8]2.N1(O)C2C=CC=CC=2N=N1.Cl.CN(C)CCCN=C=NCC.[NH2:45][CH2:46][C:47]1([OH:60])[CH2:52][CH2:51][N:50]([CH2:53][C:54]2[CH:59]=[CH:58][CH:57]=[CH:56][CH:55]=2)[CH2:49][CH2:48]1.C(=O)([O-])O.[Na+]. (2) Given the product [Cl:19][CH2:20][C:21]([O:1][CH:2]1[CH:6]2[O:7][C:8](=[O:18])[CH:9]3[CH:10]([C:11]([O:13][C:14]([CH3:15])([CH3:17])[CH3:16])=[O:12])[CH:3]1[CH2:4][CH:5]23)=[O:22], predict the reactants needed to synthesize it. The reactants are: [OH:1][CH:2]1[CH:6]2[O:7][C:8](=[O:18])[CH:9]3[CH:10]([C:11]([O:13][C:14]([CH3:17])([CH3:16])[CH3:15])=[O:12])[CH:3]1[CH2:4][CH:5]23.[Cl:19][CH2:20][C:21](Cl)=[O:22].N1C=CC=CC=1.O. (3) Given the product [Br:10][CH2:8][C:7]1[C:2]([Cl:1])=[N:3][CH:4]=[CH:5][C:6]=1[Cl:9], predict the reactants needed to synthesize it. The reactants are: [Cl:1][C:2]1[C:7]([CH3:8])=[C:6]([Cl:9])[CH:5]=[CH:4][N:3]=1.[Br:10]N1C(=O)CCC1=O.C1(C(OOC(=O)C2C=CC=CC=2)=O)C=CC=CC=1. (4) Given the product [Cl:1][C:2]1[CH:3]=[CH:4][C:5]([CH2:23][O:24][C:25]2[CH:30]=[CH:29][CH:28]=[CH:27][C:26]=2[Cl:31])=[C:6]([CH:22]=1)[C:7]([NH:9][C@H:10]([C:12]1[CH:13]=[CH:14][C:15]([C:16]([OH:18])=[O:17])=[CH:20][CH:21]=1)[CH3:11])=[O:8], predict the reactants needed to synthesize it. The reactants are: [Cl:1][C:2]1[CH:3]=[CH:4][C:5]([CH2:23][O:24][C:25]2[CH:30]=[CH:29][CH:28]=[CH:27][C:26]=2[Cl:31])=[C:6]([CH:22]=1)[C:7]([NH:9][C@H:10]([C:12]1[CH:21]=[CH:20][C:15]([C:16]([O:18]C)=[O:17])=[CH:14][CH:13]=1)[CH3:11])=[O:8].[OH-].[Na+]. (5) Given the product [CH3:22][O:23][C:24]1[CH:25]=[C:26]([NH:27][C:9](=[O:10])[C:8]([C:3]2[NH:4][C:5]([CH3:7])=[CH:6][C:2]=2[CH3:1])=[C:12]2[C:20]3[C:15](=[CH:16][CH:17]=[CH:18][CH:19]=3)[NH:14][C:13]2=[O:21])[CH:28]=[CH:29][C:30]=1[O:31][CH3:32], predict the reactants needed to synthesize it. The reactants are: [CH3:1][C:2]1[CH:6]=[C:5]([CH3:7])[NH:4][C:3]=1[C:8](=[C:12]1[C:20]2[C:15](=[CH:16][CH:17]=[CH:18][CH:19]=2)[NH:14][C:13]1=[O:21])[C:9](O)=[O:10].[CH3:22][O:23][C:24]1[CH:25]=[C:26]([CH:28]=[CH:29][C:30]=1[O:31][CH3:32])[NH2:27]. (6) Given the product [NH2:1][C:2]1[N:3]=[CH:4][C:5]([C:8]2[CH:13]=[CH:12][C:11]([C:14]3[C:15]([S:20]([NH2:23])(=[O:22])=[O:21])=[CH:16][CH:17]=[CH:18][CH:19]=3)=[CH:10][C:9]=2[F:28])=[N:6][CH:7]=1, predict the reactants needed to synthesize it. The reactants are: [NH2:1][C:2]1[N:3]=[CH:4][C:5]([C:8]2[CH:13]=[CH:12][C:11]([C:14]3[C:15]([S:20]([NH:23]C(C)(C)C)(=[O:22])=[O:21])=[CH:16][CH:17]=[CH:18][CH:19]=3)=[CH:10][C:9]=2[F:28])=[N:6][CH:7]=1.C1(OC)C=CC=CC=1.C(O)(C(F)(F)F)=O. (7) Given the product [N:1]12[CH2:7][C:4]([CH2:8][NH2:14])([CH2:5][CH2:6]1)[CH2:3][CH2:2]2, predict the reactants needed to synthesize it. The reactants are: [N:1]12[CH2:7][C:4]([C:8](OCC)=O)([CH2:5][CH2:6]1)[CH2:3][CH2:2]2.[Cl-].[NH4+:14].C[Al](C)C.[H-].[Al+3].[Li+].[H-].[H-].[H-]. (8) The reactants are: [CH3:1][O:2][C:3](=[O:23])[CH:4]([O:20][CH2:21][CH3:22])[CH2:5][C:6]1[CH:11]=[CH:10][C:9]([O:12]CC2C=CC=CC=2)=[CH:8][CH:7]=1.COC(=O)C(OC)CC1C=CC=C(O)C=1. Given the product [CH3:1][O:2][C:3](=[O:23])[CH:4]([O:20][CH2:21][CH3:22])[CH2:5][C:6]1[CH:11]=[CH:10][C:9]([OH:12])=[CH:8][CH:7]=1, predict the reactants needed to synthesize it. (9) Given the product [CH2:20]([O:19][CH2:18][CH2:17][C:16]([O:28][C:29]1[CH:51]=[CH:50][C:32]2[C:33]3[N:37]([CH2:38][CH2:39][O:40][C:31]=2[CH:30]=1)[CH:36]=[C:35]([C:41]1[N:42]([CH:47]([CH3:49])[CH3:48])[N:43]=[C:44]([CH3:46])[N:45]=1)[N:34]=3)([CH3:27])[CH2:15][OH:14])[C:21]1[CH:22]=[CH:23][CH:24]=[CH:25][CH:26]=1, predict the reactants needed to synthesize it. The reactants are: [H-].[H-].[H-].[H-].[Li+].[Al+3].C([O:14][C:15](=O)[C:16]([O:28][C:29]1[CH:51]=[CH:50][C:32]2[C:33]3[N:37]([CH2:38][CH2:39][O:40][C:31]=2[CH:30]=1)[CH:36]=[C:35]([C:41]1[N:42]([CH:47]([CH3:49])[CH3:48])[N:43]=[C:44]([CH3:46])[N:45]=1)[N:34]=3)([CH3:27])[CH2:17][CH2:18][O:19][CH2:20][C:21]1[CH:26]=[CH:25][CH:24]=[CH:23][CH:22]=1)C1C=CC=CC=1.CCOC(C)=O.[C@H](O)(C([O-])=O)[C@@H](O)C([O-])=O.[Na+].[K+].